From a dataset of Full USPTO retrosynthesis dataset with 1.9M reactions from patents (1976-2016). Predict the reactants needed to synthesize the given product. (1) Given the product [CH2:46]([O:45][P:43]([CH2:2][C:3]1[N:7]([C:8]2[CH:13]=[CH:12][CH:11]=[CH:10][C:9]=2[F:14])[N:6]=[N:5][C:4]=1[C:15]([N:17]([CH2:39][CH:40]([CH3:42])[CH3:41])[C@H:18]1[CH2:23][C@@H:22]([C:24]([N:26]2[CH2:31][CH2:30][O:29][CH2:28][CH2:27]2)=[O:25])[CH2:21][N:20]([C:32]([O:34][C:35]([CH3:38])([CH3:37])[CH3:36])=[O:33])[CH2:19]1)=[O:16])([O:48][CH2:49][CH3:50])=[O:44])[CH3:47], predict the reactants needed to synthesize it. The reactants are: Br[CH2:2][C:3]1[N:7]([C:8]2[CH:13]=[CH:12][CH:11]=[CH:10][C:9]=2[F:14])[N:6]=[N:5][C:4]=1[C:15]([N:17]([CH2:39][CH:40]([CH3:42])[CH3:41])[C@H:18]1[CH2:23][C@@H:22]([C:24]([N:26]2[CH2:31][CH2:30][O:29][CH2:28][CH2:27]2)=[O:25])[CH2:21][N:20]([C:32]([O:34][C:35]([CH3:38])([CH3:37])[CH3:36])=[O:33])[CH2:19]1)=[O:16].[P:43](OCC)([O:48][CH2:49][CH3:50])([O:45][CH2:46][CH3:47])=[O:44]. (2) Given the product [CH3:2][O:1][C:5]1([O:4][CH3:3])[CH:10]([C:11]([O:13][CH2:14][CH3:15])=[O:12])[CH2:9][CH2:8][N:7]([C:16]([O:18][CH3:19])=[O:17])[CH2:6]1, predict the reactants needed to synthesize it. The reactants are: [O:1]1[C:5]2([CH:10]([C:11]([O:13][CH2:14][CH3:15])=[O:12])[CH2:9][CH2:8][N:7]([C:16]([O:18][CH3:19])=[O:17])[CH2:6]2)[O:4][CH2:3][CH2:2]1.COC(OC)OC.C1(C)C=CC(S(O)(=O)=O)=CC=1. (3) The reactants are: [N+:1]([C:4]1[CH:5]=[C:6]2[C:10](=[CH:11][CH:12]=1)[NH:9][C:8](=[O:13])/[C:7]/2=[CH:14]\[C:15]1[NH:19][C:18]([CH3:20])=[C:17]([C:21]([OH:23])=O)[C:16]=1[CH3:24])([O-:3])=[O:2].Cl.C(N=C=NCCCN(C)C)C.OC1C2N=NNC=2C=CC=1.C(N(CC)CC)C.[NH2:54][C:55]1[CH:60]=[CH:59][CH:58]=[CH:57][C:56]=1[NH:61][C:62](=[O:73])[C:63]1[CH:68]=[CH:67][C:66]([NH:69][CH2:70][CH2:71][NH2:72])=[N:65][CH:64]=1. Given the product [NH2:54][C:55]1[CH:60]=[CH:59][CH:58]=[CH:57][C:56]=1[NH:61][C:62](=[O:73])[C:63]1[CH:68]=[CH:67][C:66]([NH:69][CH2:70][CH2:71][NH:72][C:21]([C:17]2[C:16]([CH3:24])=[C:15](/[CH:14]=[C:7]3\[C:8](=[O:13])[NH:9][C:10]4[C:6]\3=[CH:5][C:4]([N+:1]([O-:3])=[O:2])=[CH:12][CH:11]=4)[NH:19][C:18]=2[CH3:20])=[O:23])=[N:65][CH:64]=1, predict the reactants needed to synthesize it. (4) Given the product [CH:20]1([NH:19][N:16]2[C:17](=[O:18])[C:12]([C:4]3[NH:5][C:6]4[CH:11]=[CH:10][CH:9]=[CH:8][C:7]=4[S:2](=[O:1])(=[O:28])[N:3]=3)=[C:13]([OH:27])[C:14]3[S:26][CH:25]=[CH:24][C:15]2=3)[CH2:21][CH2:22][CH2:37][CH2:36][CH2:35]1, predict the reactants needed to synthesize it. The reactants are: [O:1]=[S:2]1(=[O:28])[C:7]2[CH:8]=[CH:9][CH:10]=[CH:11][C:6]=2[NH:5][C:4]([C:12]2[C:17](=[O:18])[N:16]([N:19]=[CH:20][CH:21](C)[CH3:22])[C:15]3[CH:24]=[CH:25][S:26][C:14]=3[C:13]=2[OH:27])=[N:3]1.CO.[Li].[BH4-].Cl.O1C[CH2:37][CH2:36][CH2:35]1.